Dataset: Full USPTO retrosynthesis dataset with 1.9M reactions from patents (1976-2016). Task: Predict the reactants needed to synthesize the given product. Given the product [C:27]([OH:30])(=[O:28])[C:5]1[C:4](=[CH:9][CH:8]=[CH:7][CH:6]=1)[OH:3].[CH2:1]([O:3][C@:4]12[C@@H:17]3[N:18]([CH3:21])[CH2:19][CH2:20][C@:9]1([C:10]1[C:11]([O:24][CH3:27])=[C:12]([O:22][CH3:23])[CH:13]=[CH:14][C:15]=1[CH2:16]3)[C@H:8]([CH3:25])[C:7](=[O:26])[CH2:6][CH2:5]2)[CH3:2], predict the reactants needed to synthesize it. The reactants are: [CH2:1]([O:3][C@:4]12[C@@H:17]3[N:18]([CH3:21])[CH2:19][CH2:20][C@:9]1([C:10]1[C:11]([OH:24])=[C:12]([O:22][CH3:23])[CH:13]=[CH:14][C:15]=1[CH2:16]3)[C@H:8]([CH3:25])[C:7](=[O:26])[CH2:6][CH2:5]2)[CH3:2].[C:27]([O-:30])([O-])=[O:28].[K+].[K+].